Dataset: Reaction yield outcomes from USPTO patents with 853,638 reactions. Task: Predict the reaction yield, written as a fraction of the theoretical maximum amount of product (1.0 means a 100% yield; for example, 0.34 means a 34% yield). (1) The reactants are [CH2:1]([O:3][C:4](=[O:8])[CH2:5][C:6]#[N:7])[CH3:2].N1CCCC[CH2:10]1.[C:15]1([CH3:21])[CH:20]=[CH:19][CH:18]=[CH:17][CH:16]=1. No catalyst specified. The product is [C:6]([C:5](=[CH:21][C:15]1[CH:20]=[CH:19][CH:18]=[CH:17][C:16]=1[CH3:10])[C:4]([O:3][CH2:1][CH3:2])=[O:8])#[N:7]. The yield is 0.590. (2) The reactants are [OH:1][C:2]1[CH:7]=[CH:6][C:5]([C:8]2[N:9]([CH:20]3[CH2:25][CH2:24][CH2:23][CH2:22][CH2:21]3)[CH:10]=[C:11](/[CH:13]=[C:14](\C)/[C:15]([O:17][CH3:18])=[O:16])[N:12]=2)=[CH:4][CH:3]=1.[Cl:26][C:27]1[CH:32]=[CH:31][C:30]([C:33]2[CH:38]=[CH:37][C:36]([O:39][CH3:40])=[CH:35][C:34]=2[CH2:41]Br)=[CH:29][CH:28]=1. No catalyst specified. The product is [Cl:26][C:27]1[CH:28]=[CH:29][C:30]([C:33]2[CH:38]=[CH:37][C:36]([O:39][CH3:40])=[CH:35][C:34]=2[CH2:41][O:1][C:2]2[CH:7]=[CH:6][C:5]([C:8]3[N:9]([CH:20]4[CH2:25][CH2:24][CH2:23][CH2:22][CH2:21]4)[CH:10]=[C:11](/[CH:13]=[CH:14]/[C:15]([O:17][CH3:18])=[O:16])[N:12]=3)=[CH:4][CH:3]=2)=[CH:31][CH:32]=1. The yield is 0.730. (3) The reactants are [Cl:1][C:2]1[CH:3]=[CH:4][C:5]([NH:8][C:9](=[O:25])[C:10]2[CH:15]=[C:14]([CH3:16])[CH:13]=[CH:12][C:11]=2[NH:17][CH2:18][CH:19]2[CH2:24][CH2:23][NH:22][CH2:21][CH2:20]2)=[N:6][CH:7]=1.[CH:26]1([C:29]([CH3:31])=O)[CH2:28][CH2:27]1.C([BH3-])#N.[Na+]. The catalyst is CO.C(O)(=O)C. The product is [Cl:1][C:2]1[CH:3]=[CH:4][C:5]([NH:8][C:9](=[O:25])[C:10]2[CH:15]=[C:14]([CH3:16])[CH:13]=[CH:12][C:11]=2[NH:17][CH2:18][CH:19]2[CH2:24][CH2:23][N:22]([CH:29]([CH:26]3[CH2:28][CH2:27]3)[CH3:31])[CH2:21][CH2:20]2)=[N:6][CH:7]=1. The yield is 0.640. (4) The reactants are Cl.[CH2:2]([O:4][C:5]([CH:7]1[C:12](=[O:13])[CH2:11][CH2:10][NH:9][CH2:8]1)=[O:6])[CH3:3].[CH:14]1[C:23]2[C:18](=[CH:19][CH:20]=[CH:21][CH:22]=2)[CH:17]=[CH:16][C:15]=1[S:24](Cl)(=[O:26])=[O:25]. The catalyst is C[Si](C)(C)N[Si](C)(C)C.C1COCC1. The product is [CH2:2]([O:4][C:5]([C:7]1[CH2:8][N:9]([S:24]([C:15]2[CH:16]=[CH:17][C:18]3[C:23](=[CH:22][CH:21]=[CH:20][CH:19]=3)[CH:14]=2)(=[O:26])=[O:25])[CH2:10][CH2:11][C:12]=1[OH:13])=[O:6])[CH3:3]. The yield is 0.900. (5) The reactants are [F:1][C:2]1[C:7]([N+:8]([O-:10])=[O:9])=[CH:6][C:5]([CH2:11][C:12]([OH:14])=[O:13])=[C:4]([CH3:15])[CH:3]=1.OS(O)(=O)=O.[CH3:21][CH2:22]O. No catalyst specified. The product is [F:1][C:2]1[C:7]([N+:8]([O-:10])=[O:9])=[CH:6][C:5]([CH2:11][C:12]([O:14][CH2:21][CH3:22])=[O:13])=[C:4]([CH3:15])[CH:3]=1. The yield is 0.810.